From a dataset of Forward reaction prediction with 1.9M reactions from USPTO patents (1976-2016). Predict the product of the given reaction. (1) Given the reactants C[O:2][C:3](=[O:14])[C:4]1[CH:9]=[C:8]([O:10][CH2:11][CH3:12])[CH:7]=[CH:6][C:5]=1[Br:13].[OH-].[Li+], predict the reaction product. The product is: [Br:13][C:5]1[CH:6]=[CH:7][C:8]([O:10][CH2:11][CH3:12])=[CH:9][C:4]=1[C:3]([OH:14])=[O:2]. (2) Given the reactants [CH3:1][O:2][C:3]1[CH:8]=[C:7]([O:9][CH2:10][CH2:11][CH2:12][N:13]2[CH2:17][CH2:16][CH2:15][C@H:14]2[CH3:18])[CH:6]=[CH:5][C:4]=1[C:19](=O)[CH3:20].O.[C:23]([OH:27])(=O)[CH:24]=O.[NH4+:28].[OH-].O.[NH2:31]N.C([O-])(O)=O.[Na+], predict the reaction product. The product is: [CH3:1][O:2][C:3]1[CH:8]=[C:7]([O:9][CH2:10][CH2:11][CH2:12][N:13]2[CH2:17][CH2:16][CH2:15][C@H:14]2[CH3:18])[CH:6]=[CH:5][C:4]=1[C:19]1[CH:20]=[CH:24][C:23](=[O:27])[NH:28][N:31]=1.